Dataset: Full USPTO retrosynthesis dataset with 1.9M reactions from patents (1976-2016). Task: Predict the reactants needed to synthesize the given product. (1) The reactants are: C([O:3][C:4](=[O:22])[C:5]1[CH:10]=[CH:9][CH:8]=[C:7]([C:11]2[C:20]3[C:15](=[CH:16][CH:17]=[C:18]([Br:21])[CH:19]=3)[N:14]=[CH:13][N:12]=2)[CH:6]=1)C.O[Li].O. Given the product [Br:21][C:18]1[CH:19]=[C:20]2[C:15](=[CH:16][CH:17]=1)[N:14]=[CH:13][N:12]=[C:11]2[C:7]1[CH:6]=[C:5]([CH:10]=[CH:9][CH:8]=1)[C:4]([OH:22])=[O:3], predict the reactants needed to synthesize it. (2) Given the product [N:1]1[C:10]2[C:5](=[CH:6][C:7]([CH:11]([CH3:15])[CH2:12][CH2:13][OH:14])=[CH:8][CH:9]=2)[CH:4]=[CH:3][CH:2]=1, predict the reactants needed to synthesize it. The reactants are: [N:1]1[C:10]2[C:5](=[CH:6][C:7]([C:11](=[CH2:15])[CH2:12][CH2:13][OH:14])=[CH:8][CH:9]=2)[CH:4]=[CH:3][CH:2]=1. (3) Given the product [OH:24][C:22]([C@H:13]1[CH2:12][O:11][C:10]([CH3:9])([CH3:26])[N:14]1[C:15]([O:17][C:18]([CH3:19])([CH3:20])[CH3:21])=[O:16])([CH2:5][CH3:6])[CH2:27][CH3:28], predict the reactants needed to synthesize it. The reactants are: [Cl-].[Ce+3].[Cl-].[Cl-].[CH2:5]([Mg]Br)[CH3:6].[CH3:9][C:10]1([CH3:26])[N:14]([C:15]([O:17][C:18]([CH3:21])([CH3:20])[CH3:19])=[O:16])[C@@H:13]([C:22]([O:24]C)=O)[CH2:12][O:11]1.[CH2:27]1COC[CH2:28]1. (4) Given the product [CH3:16][O:17][C:18]([C:20]1[C:29]([OH:30])=[CH:28][C:27]2[C:26]3[NH:9][C:6]4[C:7]([C:25]=3[CH2:24][CH2:23][C:22]=2[CH:21]=1)=[CH:8][C:3]([Br:2])=[C:4]([C:12]([F:15])([F:14])[F:13])[C:5]=4[F:11])=[O:19], predict the reactants needed to synthesize it. The reactants are: Cl.[Br:2][C:3]1[CH:8]=[CH:7][C:6]([NH:9]N)=[C:5]([F:11])[C:4]=1[C:12]([F:15])([F:14])[F:13].[CH3:16][O:17][C:18]([C:20]1[C:29]([OH:30])=[CH:28][CH:27]2[CH:22]([CH2:23][CH2:24][CH2:25][C:26]2=O)[CH:21]=1)=[O:19]. (5) Given the product [F:17][CH:15]1[CH2:16][N:11]2[C:10]([NH2:18])=[N:9][C:8]([C:19]3[CH:24]=[CH:23][C:22]([O:25][CH3:26])=[CH:21][CH:20]=3)([C:4]3[CH:5]=[CH:6][CH:7]=[C:2]([C:31]4[CH:32]=[N:27][CH:28]=[N:29][CH:30]=4)[CH:3]=3)[C:12]2=[N:13][CH2:14]1, predict the reactants needed to synthesize it. The reactants are: Br[C:2]1[CH:3]=[C:4]([C:8]2([C:19]3[CH:24]=[CH:23][C:22]([O:25][CH3:26])=[CH:21][CH:20]=3)[C:12]3=[N:13][CH2:14][CH:15]([F:17])[CH2:16][N:11]3[C:10]([NH2:18])=[N:9]2)[CH:5]=[CH:6][CH:7]=1.[N:27]1[CH:32]=[C:31](B(O)O)[CH:30]=[N:29][CH:28]=1. (6) Given the product [CH:1]([C:4]1[CH:9]=[C:8]([C:10]2[S:11][CH:12]=[CH:13][CH:14]=2)[NH:7][C:6](=[O:15])[C:5]=1[C:16]([NH2:17])=[O:19])([CH3:3])[CH3:2], predict the reactants needed to synthesize it. The reactants are: [CH:1]([C:4]1[CH:9]=[C:8]([C:10]2[S:11][CH:12]=[CH:13][CH:14]=2)[NH:7][C:6](=[O:15])[C:5]=1[C:16]#[N:17])([CH3:3])[CH3:2].S(=O)(=O)(O)[OH:19].